From a dataset of Catalyst prediction with 721,799 reactions and 888 catalyst types from USPTO. Predict which catalyst facilitates the given reaction. (1) Reactant: Br[C:2]1[C:3]([F:26])=[CH:4][C:5]2[O:11][CH2:10][CH2:9][N:8]3[C:12]([CH2:18][C:19]4[N:20]([CH3:24])[N:21]=[CH:22][CH:23]=4)=[C:13]([C:15]([NH2:17])=[O:16])[N:14]=[C:7]3[C:6]=2[CH:25]=1.[CH3:27][C:28]([OH:32])([CH3:31])[C:29]#[CH:30].C(NC(C)C)(C)C. Product: [F:26][C:3]1[C:2]([C:30]#[C:29][C:28]([OH:32])([CH3:31])[CH3:27])=[CH:25][C:6]2[C:7]3[N:8]([C:12]([CH2:18][C:19]4[N:20]([CH3:24])[N:21]=[CH:22][CH:23]=4)=[C:13]([C:15]([NH2:17])=[O:16])[N:14]=3)[CH2:9][CH2:10][O:11][C:5]=2[CH:4]=1. The catalyst class is: 3. (2) Product: [Li+:35].[NH2:30][CH2:29][CH2:28][CH2:27][O:26][C:21]1[CH:22]=[CH:23][C:24](=[O:25])[N:19]([CH2:18][C:14]2[CH:13]=[C:12]([CH:17]=[CH:16][CH:15]=2)[C:11]([NH:10][C:9]2[C:5]([C:3]([O-:4])=[O:2])=[N:6][N:7]([CH3:32])[CH:8]=2)=[O:31])[N:20]=1. The catalyst class is: 20. Reactant: C[O:2][C:3]([C:5]1[C:9]([NH:10][C:11](=[O:31])[C:12]2[CH:17]=[CH:16][CH:15]=[C:14]([CH2:18][N:19]3[C:24](=[O:25])[CH:23]=[CH:22][C:21]([O:26][CH2:27][CH2:28][CH2:29][NH2:30])=[N:20]3)[CH:13]=2)=[CH:8][N:7]([CH3:32])[N:6]=1)=[O:4].O.[OH-].[Li+:35]. (3) Product: [Br:1][CH2:2][CH:3]=[CH:4][CH2:5][N:11]1[C:10](=[O:12])[C:9]2=[CH:13][CH:14]=[CH:15][CH:16]=[C:8]2[C:7]1=[O:17]. The catalyst class is: 3. Reactant: [Br:1][CH2:2][CH:3]=[CH:4][CH2:5]Br.[C:7]1(=[O:17])[NH:11][C:10](=[O:12])[C:9]2=[CH:13][CH:14]=[CH:15][CH:16]=[C:8]12.[K].O. (4) Reactant: O[CH2:2][CH2:3][O:4][C:5](=[O:31])[NH:6][C:7]1[CH:16]=[C:15]2[C:10]([C:11]([C:17]3[C:21]([C:22]4[CH:27]=[CH:26][CH:25]=[CH:24][N:23]=4)=[N:20][N:19]4[CH2:28][CH2:29][CH2:30][C:18]=34)=[CH:12][CH:13]=[N:14]2)=[CH:9][CH:8]=1.C1(P(C2C=CC=CC=2)C2C=CC=CC=2)C=CC=CC=1.C1(C)C=CC=CC=1. Product: [N:23]1[CH:24]=[CH:25][CH:26]=[CH:27][C:22]=1[C:21]1[C:17]([C:11]2[C:10]3[C:15](=[CH:16][C:7]([N:6]4[CH2:2][CH2:3][O:4][C:5]4=[O:31])=[CH:8][CH:9]=3)[N:14]=[CH:13][CH:12]=2)=[C:18]2[CH2:30][CH2:29][CH2:28][N:19]2[N:20]=1. The catalyst class is: 7. (5) Reactant: [C:1]([C:4]1[CH:15]=[CH:14][C:7]([CH:8]=[N:9][NH:10][C:11](=[S:13])[NH2:12])=[C:6]([NH2:16])[CH:5]=1)(=[O:3])[CH3:2].Br[CH2:18][C:19]([C:21]1[CH:26]=[CH:25][C:24]([F:27])=[CH:23][CH:22]=1)=O. Product: [NH2:16][C:6]1[CH:5]=[C:4]([C:1](=[O:3])[CH3:2])[CH:15]=[CH:14][C:7]=1[CH:8]=[N:9][NH:10][C:11]1[S:13][CH:18]=[C:19]([C:21]2[CH:26]=[CH:25][C:24]([F:27])=[CH:23][CH:22]=2)[N:12]=1. The catalyst class is: 1. (6) Reactant: [C:1]1([CH:7]([CH2:10][N:11]2[CH2:15][CH2:14][CH2:13][CH2:12]2)[CH2:8]O)[CH:6]=[CH:5][CH:4]=[CH:3][CH:2]=1.[C:16]1(=[O:26])[NH:20][C:19](=[O:21])[C:18]2=[CH:22][CH:23]=[CH:24][CH:25]=[C:17]12.C1(P(C2C=CC=CC=2)C2C=CC=CC=2)C=CC=CC=1.N(C(OCC)=O)=NC(OCC)=O.OS([O-])(=O)=O.[K+]. Product: [C:1]1([CH:7]([CH2:10][N:11]2[CH2:15][CH2:14][CH2:13][CH2:12]2)[CH2:8][N:20]2[C:16](=[O:26])[C:17]3[C:18](=[CH:22][CH:23]=[CH:24][CH:25]=3)[C:19]2=[O:21])[CH:6]=[CH:5][CH:4]=[CH:3][CH:2]=1. The catalyst class is: 20.